Dataset: Reaction yield outcomes from USPTO patents with 853,638 reactions. Task: Predict the reaction yield, written as a fraction of the theoretical maximum amount of product (1.0 means a 100% yield; for example, 0.34 means a 34% yield). (1) The reactants are Br[C:2]1[CH:3]=[C:4]2[C:8](=[CH:9][CH:10]=1)[NH:7][N:6]=[CH:5]2.CC1(C)C(C)(C)OB([C:19]2[CH:20]=[C:21]3[C:26](=[CH:27][CH:28]=2)[CH:25]=[C:24]([NH:29][C:30]([C:32]2[CH:36]=[CH:35][S:34][CH:33]=2)=[O:31])[CH:23]=[CH:22]3)O1.C([O-])([O-])=O.[K+].[K+].C([O-])([O-])=O.[Na+].[Na+]. The catalyst is [Pd].O.C(Cl)Cl.O1CCOCC1. The product is [NH:7]1[C:8]2[C:4](=[CH:3][C:2]([C:19]3[CH:20]=[C:21]4[C:26](=[CH:27][CH:28]=3)[CH:25]=[C:24]([NH:29][C:30]([C:32]3[CH:36]=[CH:35][S:34][CH:33]=3)=[O:31])[CH:23]=[CH:22]4)=[CH:10][CH:9]=2)[CH:5]=[N:6]1. The yield is 0.440. (2) The reactants are C[O:2][C:3]([C:5]1[N:6]=[C:7]([N:16]2[CH2:21][CH2:20][N:19]3[C:22]([C:25]([F:28])([F:27])[F:26])=[N:23][N:24]=[C:18]3[CH2:17]2)[C:8]2[CH:13]=[C:12]([CH2:14][CH3:15])[S:11][C:9]=2[N:10]=1)=O.[H-].[Al+3].[Li+].[H-].[H-].[H-].O.[OH-].[Na+]. The catalyst is O1CCCC1. The product is [CH2:14]([C:12]1[S:11][C:9]2[N:10]=[C:5]([CH2:3][OH:2])[N:6]=[C:7]([N:16]3[CH2:21][CH2:20][N:19]4[C:22]([C:25]([F:28])([F:27])[F:26])=[N:23][N:24]=[C:18]4[CH2:17]3)[C:8]=2[CH:13]=1)[CH3:15]. The yield is 0.220. (3) The reactants are [Si](C=[N+]=[N-])(C)(C)[CH3:2].[CH2:8]([O:15][C:16]1[CH:17]=[C:18]2[C:22](=[CH:23][CH:24]=1)[N:21]([CH2:25][CH2:26][C:27]([OH:29])=[O:28])[CH:20]=[CH:19]2)[C:9]1[CH:14]=[CH:13][CH:12]=[CH:11][CH:10]=1.C(O)(=O)C. The catalyst is C1(C)C=CC=CC=1.CO. The product is [CH3:2][O:28][C:27](=[O:29])[CH2:26][CH2:25][N:21]1[C:22]2[C:18](=[CH:17][C:16]([O:15][CH2:8][C:9]3[CH:14]=[CH:13][CH:12]=[CH:11][CH:10]=3)=[CH:24][CH:23]=2)[CH:19]=[CH:20]1. The yield is 1.00.